From a dataset of Forward reaction prediction with 1.9M reactions from USPTO patents (1976-2016). Predict the product of the given reaction. Given the reactants [Li]CCCC.CCCCCC.[F:12][C:13]1[CH:18]=[CH:17][C:16]([F:19])=[CH:15][C:14]=1[O:20][CH3:21].Br/[CH:23]=[CH:24]\[C:25](OCC)=[O:26].CC(C[AlH]CC(C)C)C, predict the reaction product. The product is: [F:12][C:13]1[C:14]([O:20][CH3:21])=[C:15](/[CH:23]=[CH:24]\[CH2:25][OH:26])[C:16]([F:19])=[CH:17][CH:18]=1.